This data is from hERG Central: cardiac toxicity at 1µM, 10µM, and general inhibition. The task is: Predict hERG channel inhibition at various concentrations. (1) The drug is CC(=O)N1CCC2(CC1)C/C(=N\NC(=S)Nc1ccc(C)cc1)c1cc(O)ccc1O2. Results: hERG_inhib (hERG inhibition (general)): blocker. (2) The compound is CCOCCCNC(=S)Nc1ccc2nc(N3CCCC3)cc(C)c2c1. Results: hERG_inhib (hERG inhibition (general)): blocker. (3) The molecule is Cc1ccc(-c2nnc(N3CCCCC3)c3ccccc23)cc1S(=O)(=O)N1CCN(C)CC1. Results: hERG_inhib (hERG inhibition (general)): blocker.